Dataset: Reaction yield outcomes from USPTO patents with 853,638 reactions. Task: Predict the reaction yield, written as a fraction of the theoretical maximum amount of product (1.0 means a 100% yield; for example, 0.34 means a 34% yield). (1) The reactants are [F:1][C:2]1[CH:3]=[C:4]([C:11]2[O:12][CH:13]=[CH:14][N:15]=2)[CH:5]=[CH:6][C:7]=1[N+:8]([O-])=O. The catalyst is CO.O. The product is [F:1][C:2]1[CH:3]=[C:4]([C:11]2[O:12][CH:13]=[CH:14][N:15]=2)[CH:5]=[CH:6][C:7]=1[NH2:8]. The yield is 0.830. (2) The reactants are [CH:1]1([S:6][CH:7]([C:11]2[CH:16]=[CH:15][C:14]([F:17])=[C:13]([F:18])[CH:12]=2)[C:8]([OH:10])=O)[CH2:5][CH2:4][CH2:3][CH2:2]1.[NH2:19][C:20]1[CH:25]=[CH:24][CH:23]=[CH:22][N:21]=1. The catalyst is C1COCC1. The product is [CH:1]1([S:6][CH:7]([C:11]2[CH:16]=[CH:15][C:14]([F:17])=[C:13]([F:18])[CH:12]=2)[C:8]([NH:19][C:20]2[CH:25]=[CH:24][CH:23]=[CH:22][N:21]=2)=[O:10])[CH2:2][CH2:3][CH2:4][CH2:5]1. The yield is 0.700. (3) The reactants are [F:1][C:2]([F:34])([F:33])[C:3]1[CH:32]=[CH:31][C:6]([CH2:7][O:8][C:9]([N:11]2[CH2:16][CH2:15][CH2:14][CH:13]([C:17]3[CH:22]=[CH:21][C:20]([CH3:23])=[C:19]([O:24][CH2:25][C:26]([O:28]CC)=[O:27])[CH:18]=3)[CH2:12]2)=[O:10])=[CH:5][CH:4]=1.C(=O)([O-])[O-].[K+].[K+].CO. The catalyst is O. The product is [F:33][C:2]([F:1])([F:34])[C:3]1[CH:32]=[CH:31][C:6]([CH2:7][O:8][C:9]([N:11]2[CH2:16][CH2:15][CH2:14][C@@H:13]([C:17]3[CH:22]=[CH:21][C:20]([CH3:23])=[C:19]([O:24][CH2:25][C:26]([OH:28])=[O:27])[CH:18]=3)[CH2:12]2)=[O:10])=[CH:5][CH:4]=1. The yield is 0.970. (4) The reactants are [I-:1].[Na+].CNCCNC.Br[C:10]1[CH:39]=[CH:38][C:37]([N:40]2[CH:44]=[CH:43][CH:42]=[CH:41]2)=[CH:36][C:11]=1[C:12]([NH:14][C:15](=[O:35])[NH:16][C:17]1[S:18][C:19]2[CH:25]=[C:24]([S:26]([CH2:29][CH2:30][NH:31][CH:32]([CH3:34])[CH3:33])(=[O:28])=[O:27])[CH:23]=[CH:22][C:20]=2[N:21]=1)=[O:13]. The catalyst is O1CCOCC1.[Cu]I. The product is [I:1][C:10]1[CH:39]=[CH:38][C:37]([N:40]2[CH:44]=[CH:43][CH:42]=[CH:41]2)=[CH:36][C:11]=1[C:12]([NH:14][C:15](=[O:35])[NH:16][C:17]1[S:18][C:19]2[CH:25]=[C:24]([S:26]([CH2:29][CH2:30][NH:31][CH:32]([CH3:34])[CH3:33])(=[O:28])=[O:27])[CH:23]=[CH:22][C:20]=2[N:21]=1)=[O:13]. The yield is 0.0200.